From a dataset of Peptide-MHC class I binding affinity with 185,985 pairs from IEDB/IMGT. Regression. Given a peptide amino acid sequence and an MHC pseudo amino acid sequence, predict their binding affinity value. This is MHC class I binding data. The peptide sequence is TEVETYVLSI. The MHC is HLA-B18:01 with pseudo-sequence HLA-B18:01. The binding affinity (normalized) is 0.546.